Task: Predict which catalyst facilitates the given reaction.. Dataset: Catalyst prediction with 721,799 reactions and 888 catalyst types from USPTO (1) Product: [C:1]([O:5][C:6](=[O:18])[CH2:7][O:8][C:9]1[CH:14]=[CH:13][CH:12]=[C:11]([CH2:15][NH2:16])[CH:10]=1)([CH3:4])([CH3:2])[CH3:3]. Reactant: [C:1]([O:5][C:6](=[O:18])[CH2:7][O:8][C:9]1[CH:14]=[CH:13][CH:12]=[C:11]([CH:15]=[N:16]O)[CH:10]=1)([CH3:4])([CH3:3])[CH3:2].[OH-].[NH4+]. The catalyst class is: 319. (2) Reactant: [C:1]([O:5][C:6]([N:8]1[CH2:12][C@@H:11]([CH2:13][N:14]([CH:31]([CH3:33])[CH3:32])[C:15](=[O:30])[C:16]2[CH:21]=[CH:20][C:19]([O:22][CH3:23])=[C:18]([O:24][CH2:25][CH2:26][CH2:27][O:28][CH3:29])[CH:17]=2)[C@H:10]([CH2:34][OH:35])[CH2:9]1)=[O:7])([CH3:4])([CH3:3])[CH3:2].CCN(CC)CC.[CH3:43][S:44](Cl)(=[O:46])=[O:45]. Product: [C:1]([O:5][C:6]([N:8]1[CH2:9][C@@H:10]([CH2:34][O:35][S:44]([CH3:43])(=[O:46])=[O:45])[C@H:11]([CH2:13][N:14]([CH:31]([CH3:32])[CH3:33])[C:15](=[O:30])[C:16]2[CH:21]=[CH:20][C:19]([O:22][CH3:23])=[C:18]([O:24][CH2:25][CH2:26][CH2:27][O:28][CH3:29])[CH:17]=2)[CH2:12]1)=[O:7])([CH3:4])([CH3:3])[CH3:2]. The catalyst class is: 2. (3) Reactant: C1(COC([N:11]2[CH2:16][CH:15]=[C:14]([C:17]3[CH:34]=[CH:33][C:20]4[CH2:21][CH2:22][N:23]([C:26]([O:28][C:29]([CH3:32])([CH3:31])[CH3:30])=[O:27])[CH2:24][CH2:25][C:19]=4[CH:18]=3)[CH2:13][CH2:12]2)=O)C=CC=CC=1. Product: [NH:11]1[CH2:16][CH2:15][CH:14]([C:17]2[CH:34]=[CH:33][C:20]3[CH2:21][CH2:22][N:23]([C:26]([O:28][C:29]([CH3:30])([CH3:31])[CH3:32])=[O:27])[CH2:24][CH2:25][C:19]=3[CH:18]=2)[CH2:13][CH2:12]1. The catalyst class is: 63. (4) Reactant: [CH2:1]([O:8][CH2:9][CH:10]=O)[C:2]1[CH:7]=[CH:6][CH:5]=[CH:4][CH:3]=1.[CH2:12]([CH2:14][NH2:15])[OH:13].[BH4-].[Na+]. Product: [CH2:1]([O:8][CH2:9][CH2:10][NH:15][CH2:14][CH2:12][OH:13])[C:2]1[CH:3]=[CH:4][CH:5]=[CH:6][CH:7]=1. The catalyst class is: 8. (5) Reactant: [CH3:1][C:2]1([CH3:9])[NH:6][C:5](=[O:7])[NH:4][C:3]1=[O:8].[C:10]([O-])([O-])=O.[K+].[K+]. Product: [CH3:10][N:4]1[C:3](=[O:8])[C:2]([CH3:9])([CH3:1])[NH:6][C:5]1=[O:7]. The catalyst class is: 21. (6) Reactant: [CH3:1][N:2]1[C:6]([C:7]2[CH:8]=[C:9]([C:12]([OH:14])=O)[S:10][CH:11]=2)=[CH:5][CH:4]=[N:3]1.[NH2:15][C@@H:16]([CH2:29][C:30]1[CH:35]=[C:34]([F:36])[CH:33]=[CH:32][C:31]=1[F:37])[CH2:17][N:18]1[C:26](=[O:27])[C:25]2[C:20](=[CH:21][CH:22]=[CH:23][CH:24]=2)[C:19]1=[O:28].FC1C=CC=C(F)C=1C[C@@H](C(O)=O)N.C1CN([P+](Br)(N2CCCC2)N2CCCC2)CC1.F[P-](F)(F)(F)(F)F.CCN(C(C)C)C(C)C. Product: [F:37][C:31]1[CH:32]=[CH:33][C:34]([F:36])=[CH:35][C:30]=1[CH2:29][C@H:16]([NH:15][C:12]([C:9]1[S:10][CH:11]=[C:7]([C:6]2[N:2]([CH3:1])[N:3]=[CH:4][CH:5]=2)[CH:8]=1)=[O:14])[CH2:17][N:18]1[C:26](=[O:27])[C:25]2[C:20](=[CH:21][CH:22]=[CH:23][CH:24]=2)[C:19]1=[O:28]. The catalyst class is: 22. (7) Reactant: [N:1]([CH2:4][C:5]1([CH2:19][CH2:20][CH2:21][CH2:22][CH2:23][CH3:24])[C:18]2[CH:17]=[CH:16][CH:15]=[CH:14][C:13]=2[O:12][C:11]2[C:6]1=[CH:7][CH:8]=[CH:9][CH:10]=2)=[N+]=[N-].C1(P(C2C=CC=CC=2)C2C=CC=CC=2)C=CC=CC=1.O. Product: [CH2:19]([C:5]1([CH2:4][NH2:1])[C:18]2[CH:17]=[CH:16][CH:15]=[CH:14][C:13]=2[O:12][C:11]2[C:6]1=[CH:7][CH:8]=[CH:9][CH:10]=2)[CH2:20][CH2:21][CH2:22][CH2:23][CH3:24]. The catalyst class is: 1. (8) Reactant: [Al+3].[Cl-].[Cl-].[Cl-].CO[CH:7](OC)[CH2:8][N:9]([CH2:20][C:21]1[CH:26]=[CH:25][C:24]([F:27])=[CH:23][CH:22]=1)S(C1C=CC(C)=CC=1)(=O)=O. Product: [F:27][C:24]1[CH:23]=[C:22]2[C:21](=[CH:26][CH:25]=1)[CH:20]=[N:9][CH:8]=[CH:7]2. The catalyst class is: 68. (9) Reactant: [Br:1][C:2]1[C:7]([CH3:8])=[CH:6][C:5]([CH2:9][CH2:10][NH2:11])=[CH:4][C:3]=1[CH3:12].C(N(CC)CC)C.[C:20](Cl)(=[O:22])[CH3:21]. Product: [Br:1][C:2]1[C:7]([CH3:8])=[CH:6][C:5]([CH2:9][CH2:10][NH:11][C:20](=[O:22])[CH3:21])=[CH:4][C:3]=1[CH3:12]. The catalyst class is: 4. (10) Reactant: [N+:1]([C:4]1[CH:24]=[CH:23][C:7]2[CH2:8][CH2:9][N:10]([C:13]([O:15][CH2:16][C:17]3[CH:22]=[CH:21][CH:20]=[CH:19][CH:18]=3)=[O:14])[CH2:11][CH2:12][C:6]=2[CH:5]=1)([O-])=O.[Cl-].[NH4+]. Product: [NH2:1][C:4]1[CH:24]=[CH:23][C:7]2[CH2:8][CH2:9][N:10]([C:13]([O:15][CH2:16][C:17]3[CH:18]=[CH:19][CH:20]=[CH:21][CH:22]=3)=[O:14])[CH2:11][CH2:12][C:6]=2[CH:5]=1. The catalyst class is: 284.